This data is from Reaction yield outcomes from USPTO patents with 853,638 reactions. The task is: Predict the reaction yield, written as a fraction of the theoretical maximum amount of product (1.0 means a 100% yield; for example, 0.34 means a 34% yield). (1) The reactants are [CH3:1][O:2][C:3]([C:5]1[CH:6]=[C:7]([F:25])[CH:8]=[C:9]2[C:14]=1[NH:13][CH:12]([C:15]1[CH:20]=[CH:19][CH:18]=[C:17]([Br:21])[CH:16]=1)[C:11]([CH3:23])([CH3:22])[CH:10]2O)=[O:4].C([SiH](CC)CC)C. The catalyst is FC(F)(F)C(O)=O. The product is [CH3:1][O:2][C:3]([C:5]1[CH:6]=[C:7]([F:25])[CH:8]=[C:9]2[C:14]=1[NH:13][CH:12]([C:15]1[CH:20]=[CH:19][CH:18]=[C:17]([Br:21])[CH:16]=1)[C:11]([CH3:22])([CH3:23])[CH2:10]2)=[O:4]. The yield is 0.430. (2) The reactants are [F:1][C:2]1[CH:25]=[C:24]([N+:26]([O-:28])=[O:27])[CH:23]=[CH:22][C:3]=1[O:4][C:5]1[CH:10]=[CH:9][N:8]=[C:7]2[CH:11]=[C:12]([C:14]3[CH:21]=[CH:20][C:17]([CH:18]=O)=[CH:16][N:15]=3)[S:13][C:6]=12.[CH3:29][O:30][CH2:31][CH2:32][NH2:33].C(O[BH-](OC(=O)C)OC(=O)C)(=O)C.[Na+]. The catalyst is C(Cl)Cl. The product is [F:1][C:2]1[CH:25]=[C:24]([N+:26]([O-:28])=[O:27])[CH:23]=[CH:22][C:3]=1[O:4][C:5]1[CH:10]=[CH:9][N:8]=[C:7]2[CH:11]=[C:12]([C:14]3[N:15]=[CH:16][C:17]([CH2:18][NH:33][CH2:32][CH2:31][O:30][CH3:29])=[CH:20][CH:21]=3)[S:13][C:6]=12. The yield is 0.530. (3) The reactants are [Cl-].O[NH3+:3].[C:4](=[O:7])([O-])[OH:5].[Na+].CS(C)=O.[C:13]([C:15]1[CH:20]=[CH:19][CH:18]=[CH:17][C:16]=1[C:21]1[CH:26]=[CH:25][C:24]([CH2:27][C:28]2[C:33](=[O:34])[N:32]([C:35]3[CH:45]=[CH:44][C:38]([C:39]([N:41]([CH3:43])[CH3:42])=[O:40])=[CH:37][CH:36]=3)[C:31]([CH3:46])=[N:30][C:29]=2[CH2:47][CH2:48][CH3:49])=[CH:23][CH:22]=1)#[N:14]. The catalyst is O.C(OCC)(=O)C. The product is [CH3:43][N:41]([CH3:42])[C:39](=[O:40])[C:38]1[CH:37]=[CH:36][C:35]([N:32]2[C:33](=[O:34])[C:28]([CH2:27][C:24]3[CH:23]=[CH:22][C:21]([C:16]4[CH:17]=[CH:18][CH:19]=[CH:20][C:15]=4[C:13]4[NH:3][C:4](=[O:7])[O:5][N:14]=4)=[CH:26][CH:25]=3)=[C:29]([CH2:47][CH2:48][CH3:49])[N:30]=[C:31]2[CH3:46])=[CH:45][CH:44]=1. The yield is 0.360. (4) The reactants are [C:1]([C:5]1[CH:10]=[CH:9][C:8]([OH:11])=[CH:7][CH:6]=1)([CH3:4])([CH3:3])[CH3:2].C1C(=O)N([Cl:19])C(=O)C1. The catalyst is C(#N)C. The product is [C:1]([C:5]1[CH:6]=[CH:7][C:8]([OH:11])=[C:9]([Cl:19])[CH:10]=1)([CH3:4])([CH3:2])[CH3:3]. The yield is 0.810. (5) The reactants are C([O:3][C:4](=O)[CH2:5][O:6][C@@H:7]([C:21]1[CH:26]=[CH:25][CH:24]=[C:23]([F:27])[C:22]=1[C:28]1[CH:33]=[CH:32][CH:31]=[C:30]([CH3:34])[CH:29]=1)[C@@H:8]1[O:13][CH2:12][CH2:11][N:10]([C:14]([O:16][C:17]([CH3:20])([CH3:19])[CH3:18])=[O:15])[CH2:9]1)C.[BH4-].[Na+]. The catalyst is CO. The product is [F:27][C:23]1[C:22]([C:28]2[CH:33]=[CH:32][CH:31]=[C:30]([CH3:34])[CH:29]=2)=[C:21]([C@H:7]([O:6][CH2:5][CH2:4][OH:3])[C@@H:8]2[O:13][CH2:12][CH2:11][N:10]([C:14]([O:16][C:17]([CH3:18])([CH3:19])[CH3:20])=[O:15])[CH2:9]2)[CH:26]=[CH:25][CH:24]=1. The yield is 0.960. (6) The reactants are [N:1]1([CH2:5][C:6]2[N:10]([CH3:11])[N:9]=[C:8]([N+:12]([O-])=O)[CH:7]=2)[CH2:4][CH2:3][CH2:2]1. The catalyst is C(O)C.[Pd]. The product is [N:1]1([CH2:5][C:6]2[N:10]([CH3:11])[N:9]=[C:8]([NH2:12])[CH:7]=2)[CH2:4][CH2:3][CH2:2]1. The yield is 0.990. (7) The reactants are [CH3:1][O:2][C:3]1[CH:4]=[C:5]([CH:13]=[CH:14][C:15]=1[N+:16]([O-])=O)[O:6][CH2:7][CH2:8][CH2:9][N:10]([CH3:12])[CH3:11].[H][H]. The catalyst is C(OCC)(=O)C.[Pd]. The product is [CH3:12][N:10]([CH3:11])[CH2:9][CH2:8][CH2:7][O:6][C:5]1[CH:13]=[CH:14][C:15]([NH2:16])=[C:3]([O:2][CH3:1])[CH:4]=1. The yield is 0.970. (8) The reactants are [N+:1]([O-:4])(O)=[O:2].S(=O)(=O)(O)O.[CH3:10][O:11][C:12](=[O:27])[C:13]1[CH:18]=[CH:17][C:16]([C:19]([F:22])([F:21])[F:20])=[CH:15][C:14]=1[NH:23]C(=O)C. No catalyst specified. The product is [CH3:10][O:11][C:12](=[O:27])[C:13]1[CH:18]=[C:17]([N+:1]([O-:4])=[O:2])[C:16]([C:19]([F:22])([F:21])[F:20])=[CH:15][C:14]=1[NH2:23]. The yield is 0.0500.